From a dataset of Cav3 T-type calcium channel HTS with 100,875 compounds. Binary Classification. Given a drug SMILES string, predict its activity (active/inactive) in a high-throughput screening assay against a specified biological target. (1) The molecule is FC(F)(F)c1cc(NC(c2oc(cc(=O)c2O)CO)c2ncccc2)ccc1. The result is 0 (inactive). (2) The molecule is Clc1c(NC(=O)CSc2[nH]nc(c(=O)n2)C)c(Cl)ccc1. The result is 0 (inactive).